Task: Regression. Given a peptide amino acid sequence and an MHC pseudo amino acid sequence, predict their binding affinity value. This is MHC class I binding data.. Dataset: Peptide-MHC class I binding affinity with 185,985 pairs from IEDB/IMGT (1) The peptide sequence is MCNVYIPPY. The MHC is HLA-A03:01 with pseudo-sequence HLA-A03:01. The binding affinity (normalized) is 0.347. (2) The peptide sequence is KLVAMGINAV. The MHC is HLA-A02:01 with pseudo-sequence HLA-A02:01. The binding affinity (normalized) is 0.923. (3) The peptide sequence is PVGNIYRRW. The MHC is Mamu-B3901 with pseudo-sequence Mamu-B3901. The binding affinity (normalized) is 0.0663.